Dataset: Experimentally validated miRNA-target interactions with 360,000+ pairs, plus equal number of negative samples. Task: Binary Classification. Given a miRNA mature sequence and a target amino acid sequence, predict their likelihood of interaction. (1) The miRNA is mmu-miR-148a-3p with sequence UCAGUGCACUACAGAACUUUGU. The protein sequence of the target gene is MAEHGESSEDRISEIDYEFLPELSALLGVDAFQVAKSQEEEEHKERMKMKKGFNSQMRSEAKRLKTFETYDTFRSWTPQEMAAAGFYHTGVRLGVQCFCCSLILFGNSLRKLPIERHKKLRPECEFLQGKDVGNIGKYDIRVKRPEKMLRGGKARYHEEEARLESFEDWPFYAHGTSPRVLSAAGFVFTGKRDTVQCFSCGGSLGNWEEGDDPWKEHAKWFPKCEFLQSKKSSEEIAQYIQSYEGFVHVTGEHFVKSWVRRELPMVSAYCNDSVFANEELRMDMFKDWPQESPVGVEALV.... Result: 1 (interaction). (2) The miRNA is hsa-miR-218-5p with sequence UUGUGCUUGAUCUAACCAUGU. The protein sequence of the target gene is MSELEQLRQEAEQLRNQIQDARKACNDATLVQITSNMDSVGRIQMRTRRTLRGHLAKIYAMHWGYDSRLLVSASQDGKLIIWDSYTTNKMHAIPLRSSWVMTCAYAPSGNYVACGGLDNICSIYNLKTREGNVRVSRELPGHTGYLSCCRFLDDSQIVTSSGDTTCALWDIETAQQTTTFTGHSGDVMSLSLSPDMRTFVSGACDASSKLWDIRDGMCRQSFTGHVSDINAVSFFPNGYAFATGSDDATCRLFDLRADQELLLYSHDNIICGITSVAFSKSGRLLLAGYDDFNCNVWDTL.... Result: 1 (interaction). (3) The miRNA is hsa-miR-455-3p with sequence GCAGUCCAUGGGCAUAUACAC. The protein sequence of the target gene is MAATASAGVPATVSEKQEFYQLLKNLINPSCMVRRQAEEIYENIPGLCKTTFLLDAVRNRRAGYEVRQMAAALLRRLLSSGFEEVYPNLPADVQRDVKIELILAVKLETHASMRKKLCDIFAVLARNLIDEDGTNHWPEGLKFLIDSIYSKNVVLWEVALHVFWHFPGIFGTQERHDLDIIKRLLDQCIQDQEHPAIRTLSARAAAAFVLANENNIALFKDFADLLPGILQAVNDSCYQDDDSVLESLVEIADTVPKYLGPYLEDTLQLSLKLCGDSRLSNLQRQLALEVIVTLSETATP.... Result: 1 (interaction). (4) The miRNA is hsa-miR-301a-5p with sequence GCUCUGACUUUAUUGCACUACU. The protein sequence of the target gene is MKKASRSVGSVPKVSAISKTQTAEKIKPENSSSASTGGKLVKPGTAASLSKTKSSDDLLAGMAGGVTVTNGVKGKKSTCPSAAPSASAPAMTTVENKSKISTGTASSTKRSTSTGNKESSSTRERLRERTRLNQSKKLPSAGQGANDMALAKRSRSRTATECDVRMSKSKSDNQISDRAALEAKVKDLLTLAKTKDVEILHLRNELRDMRAQLGINEDHSEGDEKSEKETIMAHQPTDVESTLLQLQEQNTAIREELNQLKNENRMLKDRLNALGFSLEQRLDNSEKLFGYQSLSPEITP.... Result: 1 (interaction).